From a dataset of Forward reaction prediction with 1.9M reactions from USPTO patents (1976-2016). Predict the product of the given reaction. (1) Given the reactants [CH3:1][C:2]1[CH:7]=[C:6]([C:8]2[C:13]([C:14]([F:17])([F:16])[F:15])=[CH:12][C:11]([CH2:18][C:19](OC(C)(C)C)=[O:20])=[CH:10][N:9]=2)[CH:5]=[CH:4][N:3]=1.C(O)(C(F)(F)F)=O.[NH2:33][C:34]1[N:39]=[CH:38][C:37]([N:40]2[CH2:45][CH2:44][N:43]([C:46](=[O:48])[CH3:47])[CH2:42][CH2:41]2)=[CH:36][CH:35]=1.CCN(C(C)C)C(C)C.F[P-](F)(F)(F)(F)F.N1(OC(N(C)C)=[N+](C)C)C2N=CC=CC=2N=N1, predict the reaction product. The product is: [C:46]([N:43]1[CH2:42][CH2:41][N:40]([C:37]2[CH:36]=[CH:35][C:34]([NH:33][C:19](=[O:20])[CH2:18][C:11]3[CH:12]=[C:13]([C:14]([F:16])([F:17])[F:15])[C:8]([C:6]4[CH:5]=[CH:4][N:3]=[C:2]([CH3:1])[CH:7]=4)=[N:9][CH:10]=3)=[N:39][CH:38]=2)[CH2:45][CH2:44]1)(=[O:48])[CH3:47]. (2) Given the reactants O[CH:2]([CH2:6][C:7]([C:9]1[CH:14]=[CH:13][CH:12]=[CH:11][CH:10]=1)=[O:8])[CH2:3][NH:4][CH3:5].[C:15]([OH:18])(=[S:17])[CH3:16].C(O)(=S)C1C=CC=CC=1, predict the reaction product. The product is: [C:15]([S:17][CH:2]([CH2:6][C:7]([C:9]1[CH:14]=[CH:13][CH:12]=[CH:11][CH:10]=1)=[O:8])[CH2:3][NH:4][CH3:5])(=[O:18])[CH3:16]. (3) Given the reactants [Cl:1][C:2]1[CH:3]=[C:4]([CH:22](Cl)[CH3:23])[C:5]2[O:11][CH2:10][CH2:9][N:8]([C:12]([O:14][C:15]([CH3:18])([CH3:17])[CH3:16])=[O:13])[CH2:7][C:6]=2[C:19]=1[C:20]#[N:21].[CH3:25][C:26]1[C:34]2[C:29](=[N:30][CH:31]=[N:32][C:33]=2[NH2:35])[NH:28][N:27]=1.C(=O)([O-])[O-].[Cs+].[Cs+], predict the reaction product. The product is: [NH2:35][C:33]1[N:32]=[CH:31][N:30]=[C:29]2[N:28]([CH:22]([C:4]3[C:5]4[O:11][CH2:10][CH2:9][N:8]([C:12]([O:14][C:15]([CH3:18])([CH3:17])[CH3:16])=[O:13])[CH2:7][C:6]=4[C:19]([C:20]#[N:21])=[C:2]([Cl:1])[CH:3]=3)[CH3:23])[N:27]=[C:26]([CH3:25])[C:34]=12. (4) Given the reactants [CH:1]([C@H:4]1[C:17](=[O:18])[N:7]2[C@@H](C3C=CC=CC=3)[O:9][CH2:10][C@@H:6]2[CH2:5]1)([CH3:3])[CH3:2].FC(F)(F)C(O)=O, predict the reaction product. The product is: [OH:9][CH2:10][C@H:6]1[NH:7][C:17](=[O:18])[C@H:4]([CH:1]([CH3:3])[CH3:2])[CH2:5]1. (5) Given the reactants Br[C:2]1[CH:7]=[CH:6][C:5]([CH2:8][C:9]([O:11][CH2:12][CH3:13])=[O:10])=[CH:4][CH:3]=1.[CH3:14][N:15](C)C=O, predict the reaction product. The product is: [C:14]([C:2]1[CH:7]=[CH:6][C:5]([CH2:8][C:9]([O:11][CH2:12][CH3:13])=[O:10])=[CH:4][CH:3]=1)#[N:15]. (6) Given the reactants [CH:1](=O)[CH2:2][CH2:3][CH3:4].[Br:6][C:7]1[C:8]([CH3:14])=[C:9]([NH2:13])[CH:10]=[CH:11][CH:12]=1.BrC1C(C)=C(C=CC=1)NCCC, predict the reaction product. The product is: [Br:6][C:7]1[C:8]([CH3:14])=[C:9]([CH:10]=[CH:11][CH:12]=1)[NH:13][CH2:1][CH2:2][CH2:3][CH3:4]. (7) Given the reactants Cl[CH2:2][C:3]([N:5]1[CH2:10][CH2:9][CH:8]([O:11][C:12]2[CH:13]=[N:14][C:15]([N:18]3[C:26]4[C:21](=[CH:22][C:23]([S:27]([CH3:30])(=[O:29])=[O:28])=[CH:24][CH:25]=4)[CH:20]=[CH:19]3)=[CH:16][CH:17]=2)[CH2:7][CH2:6]1)=[O:4].[I-].[K+].[NH:33]1[CH2:37][CH2:36][CH2:35][CH2:34]1.C(=O)([O-])[O-].[K+].[K+], predict the reaction product. The product is: [CH3:30][S:27]([C:23]1[CH:22]=[C:21]2[C:26](=[CH:25][CH:24]=1)[N:18]([C:15]1[N:14]=[CH:13][C:12]([O:11][CH:8]3[CH2:9][CH2:10][N:5]([C:3](=[O:4])[CH2:2][N:33]4[CH2:37][CH2:36][CH2:35][CH2:34]4)[CH2:6][CH2:7]3)=[CH:17][CH:16]=1)[CH:19]=[CH:20]2)(=[O:28])=[O:29]. (8) Given the reactants [O-]CC.[Na+].[Cl:5][C:6]1[C:7](=[N:12][NH2:13])[NH:8][CH:9]=[CH:10][CH:11]=1.[C:14](OCC)(=[O:22])/[CH:15]=[CH:16]\[C:17]([O:19][CH2:20][CH3:21])=[O:18].C(O)(=O)C, predict the reaction product. The product is: [Cl:5][C:6]1[C:7]([N:12]2[CH:16]([C:17]([O:19][CH2:20][CH3:21])=[O:18])[CH2:15][C:14](=[O:22])[NH:13]2)=[N:8][CH:9]=[CH:10][CH:11]=1. (9) Given the reactants O[CH:2]1[CH:7]([C:8]2[CH:13]=[CH:12][C:11]([C:14]([O:16][CH3:17])=[O:15])=[CH:10][CH:9]=2)[CH2:6][CH2:5][N:4]([C:18]([O:20][C:21]([CH3:24])([CH3:23])[CH3:22])=[O:19])[CH2:3]1.COCCN(S(F)(F)[F:35])CCOC.C(=O)(O)[O-].[Na+].C(OCC)(=O)C, predict the reaction product. The product is: [F:35][CH:2]1[CH:7]([C:8]2[CH:13]=[CH:12][C:11]([C:14]([O:16][CH3:17])=[O:15])=[CH:10][CH:9]=2)[CH2:6][CH2:5][N:4]([C:18]([O:20][C:21]([CH3:24])([CH3:23])[CH3:22])=[O:19])[CH2:3]1.